From a dataset of NCI-60 drug combinations with 297,098 pairs across 59 cell lines. Regression. Given two drug SMILES strings and cell line genomic features, predict the synergy score measuring deviation from expected non-interaction effect. (1) Drug 1: C(CC(=O)O)C(=O)CN.Cl. Drug 2: CC12CCC3C(C1CCC2OP(=O)(O)O)CCC4=C3C=CC(=C4)OC(=O)N(CCCl)CCCl.[Na+]. Cell line: SF-539. Synergy scores: CSS=7.19, Synergy_ZIP=-5.59, Synergy_Bliss=-4.40, Synergy_Loewe=-6.53, Synergy_HSA=-4.32. (2) Drug 1: CC1C(C(CC(O1)OC2CC(CC3=C2C(=C4C(=C3O)C(=O)C5=C(C4=O)C(=CC=C5)OC)O)(C(=O)C)O)N)O.Cl. Drug 2: CCC1(CC2CC(C3=C(CCN(C2)C1)C4=CC=CC=C4N3)(C5=C(C=C6C(=C5)C78CCN9C7C(C=CC9)(C(C(C8N6C=O)(C(=O)OC)O)OC(=O)C)CC)OC)C(=O)OC)O.OS(=O)(=O)O. Cell line: 786-0. Synergy scores: CSS=19.2, Synergy_ZIP=0.647, Synergy_Bliss=1.43, Synergy_Loewe=-0.576, Synergy_HSA=-0.737. (3) Drug 1: C1CC(=O)NC(=O)C1N2CC3=C(C2=O)C=CC=C3N. Drug 2: CC1C(C(CC(O1)OC2CC(OC(C2O)C)OC3=CC4=CC5=C(C(=O)C(C(C5)C(C(=O)C(C(C)O)O)OC)OC6CC(C(C(O6)C)O)OC7CC(C(C(O7)C)O)OC8CC(C(C(O8)C)O)(C)O)C(=C4C(=C3C)O)O)O)O. Cell line: NCIH23. Synergy scores: CSS=-0.162, Synergy_ZIP=-0.931, Synergy_Bliss=-3.44, Synergy_Loewe=-2.14, Synergy_HSA=-2.98. (4) Drug 1: C1=NC2=C(N1)C(=S)N=C(N2)N. Drug 2: CC1CCC2CC(C(=CC=CC=CC(CC(C(=O)C(C(C(=CC(C(=O)CC(OC(=O)C3CCCCN3C(=O)C(=O)C1(O2)O)C(C)CC4CCC(C(C4)OC)O)C)C)O)OC)C)C)C)OC. Cell line: T-47D. Synergy scores: CSS=21.5, Synergy_ZIP=-9.32, Synergy_Bliss=-5.57, Synergy_Loewe=-4.72, Synergy_HSA=-3.53. (5) Drug 1: C1=C(C(=O)NC(=O)N1)F. Drug 2: C(CCl)NC(=O)N(CCCl)N=O. Cell line: SF-268. Synergy scores: CSS=31.3, Synergy_ZIP=-0.217, Synergy_Bliss=8.90, Synergy_Loewe=9.08, Synergy_HSA=10.2. (6) Drug 1: C1=NC(=NC(=O)N1C2C(C(C(O2)CO)O)O)N. Drug 2: C1CN(CCN1C(=O)CCBr)C(=O)CCBr. Cell line: UACC62. Synergy scores: CSS=51.5, Synergy_ZIP=1.46, Synergy_Bliss=2.62, Synergy_Loewe=-15.1, Synergy_HSA=6.39. (7) Drug 1: CC(C)NC(=O)C1=CC=C(C=C1)CNNC.Cl. Drug 2: COC1=C2C(=CC3=C1OC=C3)C=CC(=O)O2. Cell line: HCT116. Synergy scores: CSS=-1.60, Synergy_ZIP=-0.774, Synergy_Bliss=-3.87, Synergy_Loewe=-9.42, Synergy_HSA=-7.16. (8) Drug 1: CC(C1=C(C=CC(=C1Cl)F)Cl)OC2=C(N=CC(=C2)C3=CN(N=C3)C4CCNCC4)N. Drug 2: CC12CCC3C(C1CCC2=O)CC(=C)C4=CC(=O)C=CC34C. Cell line: SW-620. Synergy scores: CSS=42.8, Synergy_ZIP=-2.02, Synergy_Bliss=-0.168, Synergy_Loewe=-1.02, Synergy_HSA=-0.853. (9) Drug 1: C1=CC(=CC=C1CC(C(=O)O)N)N(CCCl)CCCl.Cl. Drug 2: C1=CC(=CC=C1C#N)C(C2=CC=C(C=C2)C#N)N3C=NC=N3. Cell line: HL-60(TB). Synergy scores: CSS=41.5, Synergy_ZIP=-0.524, Synergy_Bliss=-5.58, Synergy_Loewe=-27.7, Synergy_HSA=-7.13. (10) Drug 1: CCCS(=O)(=O)NC1=C(C(=C(C=C1)F)C(=O)C2=CNC3=C2C=C(C=N3)C4=CC=C(C=C4)Cl)F. Drug 2: C1CC(=O)NC(=O)C1N2CC3=C(C2=O)C=CC=C3N. Cell line: A549. Synergy scores: CSS=3.77, Synergy_ZIP=-3.04, Synergy_Bliss=-3.26, Synergy_Loewe=-4.64, Synergy_HSA=-3.98.